This data is from Full USPTO retrosynthesis dataset with 1.9M reactions from patents (1976-2016). The task is: Predict the reactants needed to synthesize the given product. Given the product [N+:20]([C:18]1[CH:17]=[N:16][N:15]([CH2:14][C:11]2[S:12][CH:13]=[C:9]([C:4](=[O:5])[CH3:3])[N:10]=2)[N:19]=1)([O-:22])=[O:21], predict the reactants needed to synthesize it. The reactants are: N#N.[CH3:3][C:4]1([C:9]2[N:10]=[C:11]([CH2:14][N:15]3[N:19]=[C:18]([N+:20]([O-:22])=[O:21])[CH:17]=[N:16]3)[S:12][CH:13]=2)OCC[O:5]1.Cl.[OH-].[Na+].